This data is from Full USPTO retrosynthesis dataset with 1.9M reactions from patents (1976-2016). The task is: Predict the reactants needed to synthesize the given product. (1) Given the product [Cl:17][CH2:18][CH2:19][CH2:20][O:21][C:22]1[CH:23]=[C:24]([CH:26]=[CH:27][C:28]=1[O:29][CH3:30])[NH:25][CH:31]=[C:3]([C:1]#[N:2])[C:4]([NH:6][C:7]1[CH:12]=[C:11]([O:13][CH3:14])[C:10]([Cl:15])=[CH:9][C:8]=1[Cl:16])=[O:5], predict the reactants needed to synthesize it. The reactants are: [C:1]([CH2:3][C:4]([NH:6][C:7]1[CH:12]=[C:11]([O:13][CH3:14])[C:10]([Cl:15])=[CH:9][C:8]=1[Cl:16])=[O:5])#[N:2].[Cl:17][CH2:18][CH2:19][CH2:20][O:21][C:22]1[CH:23]=[C:24]([CH:26]=[CH:27][C:28]=1[O:29][CH3:30])[NH2:25].[CH2:31](OC(OCC)OCC)C. (2) Given the product [CH3:1][O:2][C:3]1[CH:8]=[CH:7][CH:6]=[CH:5][C:4]=1[CH:9]1[CH2:10][CH2:11][CH2:12][NH:13]1, predict the reactants needed to synthesize it. The reactants are: [CH3:1][O:2][C:3]1[CH:8]=[CH:7][CH:6]=[CH:5][C:4]=1[C:9]1[CH2:10][CH2:11][CH2:12][N:13]=1.[BH4-].[Na+].Cl.[OH-].[Na+]. (3) Given the product [CH3:8][N:7]([CH2:9][CH:10]1[CH2:12][CH:11]1[C:13]1[CH:14]=[C:15]2[C:19](=[CH:20][CH:21]=1)[NH:18][CH:17]=[C:16]2[CH:27]=[O:28])[CH3:6], predict the reactants needed to synthesize it. The reactants are: P(Cl)(Cl)(Cl)=O.[CH3:6][N:7]([CH2:9][CH:10]1[CH2:12][CH:11]1[C:13]1[CH:14]=[C:15]2[C:19](=[CH:20][CH:21]=1)[NH:18][CH:17]=[CH:16]2)[CH3:8].[OH-].[Na+].CN([CH:27]=[O:28])C. (4) Given the product [CH2:24]([O:26][C:27](=[O:60])[C@H:28]([CH2:37][C:38]1[C:43]([I:14])=[CH:42][C:41]([O:44][C:45]([O:47][C:48]([CH3:49])([CH3:50])[CH3:51])=[O:46])=[C:40]([O:52][C:53]([O:55][C:56]([CH3:59])([CH3:58])[CH3:57])=[O:54])[CH:39]=1)[NH:29][C:30]([O:32][C:33]([CH3:34])([CH3:35])[CH3:36])=[O:31])[CH3:25], predict the reactants needed to synthesize it. The reactants are: II.FC(F)(F)C(OC1C(OC(=O)C(F)(F)F)=C([I:14])C=CC=1)=O.[CH2:24]([O:26][C:27](=[O:60])[C@H:28]([CH2:37][C:38]1[CH:43]=[CH:42][C:41]([O:44][C:45]([O:47][C:48]([CH3:51])([CH3:50])[CH3:49])=[O:46])=[C:40]([O:52][C:53]([O:55][C:56]([CH3:59])([CH3:58])[CH3:57])=[O:54])[CH:39]=1)[NH:29][C:30]([O:32][C:33]([CH3:36])([CH3:35])[CH3:34])=[O:31])[CH3:25]. (5) Given the product [CH2:25]([O:1][C:2]1[CH:3]=[C:4]2[C:9](=[CH:10][CH:11]=1)[N:8]=[C:7]([CH2:12][CH:13]([CH3:15])[CH3:14])[C:6]([C:16]#[N:17])=[C:5]2[C:18]1[CH:23]=[CH:22][C:21]([CH3:24])=[CH:20][CH:19]=1)[C:26]1[CH:31]=[CH:30][CH:29]=[CH:28][CH:27]=1, predict the reactants needed to synthesize it. The reactants are: [OH:1][C:2]1[CH:3]=[C:4]2[C:9](=[CH:10][CH:11]=1)[N:8]=[C:7]([CH2:12][CH:13]([CH3:15])[CH3:14])[C:6]([C:16]#[N:17])=[C:5]2[C:18]1[CH:23]=[CH:22][C:21]([CH3:24])=[CH:20][CH:19]=1.[CH2:25](Br)[C:26]1[CH:31]=[CH:30][CH:29]=[CH:28][CH:27]=1.C(=O)([O-])[O-].[K+].[K+]. (6) Given the product [CH3:1][O:2][C:3]1[CH:4]=[CH:5][C:6]([CH2:7][N:8]2[C:16]3[CH:15]=[C:14]([CH3:39])[N:13]=[C:12]([NH:17][CH:18]4[CH2:19][CH2:20][O:21][CH2:22][CH2:23]4)[C:11]=3[C:10]([C:24]3[CH:25]=[C:26]([CH:30]=[CH:31][N:32]=3)[C:27]([N:37]([CH3:38])[CH3:36])=[O:29])=[N:9]2)=[CH:33][CH:34]=1, predict the reactants needed to synthesize it. The reactants are: [CH3:1][O:2][C:3]1[CH:34]=[CH:33][C:6]([CH2:7][N:8]2[C:16]3[CH:15]=[CH:14][N:13]=[C:12]([NH:17][CH:18]4[CH2:23][CH2:22][O:21][CH2:20][CH2:19]4)[C:11]=3[C:10]([C:24]3[CH:25]=[C:26]([CH:30]=[CH:31][N:32]=3)[C:27]([OH:29])=O)=[N:9]2)=[CH:5][CH:4]=1.Cl.[CH3:36][NH:37][CH3:38].[CH3:39]N(C(ON1N=NC2C=CC=NC1=2)=[N+](C)C)C.F[P-](F)(F)(F)(F)F.C(N(C(C)C)CC)(C)C. (7) Given the product [C:1]([N:5]1[CH2:10][CH2:9][N:8]([CH2:11][C:12]2[CH:13]=[C:14]([C:28]3[CH:29]=[C:30]([C:34]4[CH:39]=[C:38]([NH:40][CH:41]([CH3:43])[CH3:42])[N:37]=[C:36]([C:44]5[CH:49]=[CH:48][CH:47]=[CH:46][N:45]=5)[CH:35]=4)[CH:31]=[N:32][CH:33]=3)[CH:15]=[CH:16][CH:17]=2)[CH2:7][CH2:6]1)([CH3:4])([CH3:3])[CH3:2], predict the reactants needed to synthesize it. The reactants are: [C:1]([N:5]1[CH2:10][CH2:9][N:8]([CH2:11][C:12]2[CH:13]=[C:14](B(O)O)[CH:15]=[CH:16][CH:17]=2)[CH2:7][CH2:6]1)([CH3:4])([CH3:3])[CH3:2].C([O-])([O-])=O.[Na+].[Na+].Br[C:28]1[CH:29]=[C:30]([C:34]2[CH:39]=[C:38]([NH:40][CH:41]([CH3:43])[CH3:42])[N:37]=[C:36]([C:44]3[CH:49]=[CH:48][CH:47]=[CH:46][N:45]=3)[CH:35]=2)[CH:31]=[N:32][CH:33]=1. (8) Given the product [CH3:29][S:30]([O:1][CH2:2][CH2:3][CH2:4][CH2:5][C:6]1[CH:7]=[CH:8][C:9]([C:12]2[N:13]=[C:14]3[CH:19]=[C:18]([CH3:20])[CH:17]=[CH:16][N:15]3[CH:21]=2)=[CH:10][CH:11]=1)(=[O:32])=[O:31], predict the reactants needed to synthesize it. The reactants are: [OH:1][CH2:2][CH2:3][CH2:4][CH2:5][C:6]1[CH:11]=[CH:10][C:9]([C:12]2[N:13]=[C:14]3[CH:19]=[C:18]([CH3:20])[CH:17]=[CH:16][N:15]3[CH:21]=2)=[CH:8][CH:7]=1.C(N(CC)CC)C.[CH3:29][S:30](Cl)(=[O:32])=[O:31].